Dataset: Forward reaction prediction with 1.9M reactions from USPTO patents (1976-2016). Task: Predict the product of the given reaction. (1) Given the reactants Br[C:2]1[CH:3]=[C:4]([CH:7]=[C:8]([N+:12]([O-:14])=[O:13])[C:9]=1[O:10][CH3:11])[C:5]#[N:6].O.[C:16](B(O)O)([CH3:18])=[CH2:17].C(=O)([O-])[O-].[K+].[K+], predict the reaction product. The product is: [C:16]([C:2]1[CH:3]=[C:4]([CH:7]=[C:8]([N+:12]([O-:14])=[O:13])[C:9]=1[O:10][CH3:11])[C:5]#[N:6])([CH3:18])=[CH2:17]. (2) Given the reactants C(OC([N:8]1[CH2:13][CH2:12][CH:11]([O:14][C:15]2[CH:16]=[N:17][CH:18]=[CH:19][CH:20]=2)[CH2:10][CH2:9]1)=O)(C)(C)C.FC(F)(F)C(O)=O, predict the reaction product. The product is: [NH:8]1[CH2:13][CH2:12][CH:11]([O:14][C:15]2[CH:16]=[N:17][CH:18]=[CH:19][CH:20]=2)[CH2:10][CH2:9]1.